From a dataset of Catalyst prediction with 721,799 reactions and 888 catalyst types from USPTO. Predict which catalyst facilitates the given reaction. (1) Reactant: [C:1]([C:3]1[CH:14]=[CH:13][C:6]([CH2:7][NH:8][S:9]([CH3:12])(=[O:11])=[O:10])=[C:5]([F:15])[CH:4]=1)#[N:2]. Product: [NH2:2][CH2:1][C:3]1[CH:14]=[CH:13][C:6]([CH2:7][NH:8][S:9]([CH3:12])(=[O:11])=[O:10])=[C:5]([F:15])[CH:4]=1. The catalyst class is: 43. (2) Reactant: [OH:1][CH2:2][C:3]([CH3:9])([CH3:8])[C:4]([O:6][CH3:7])=[O:5].CC(OI1(OC(C)=O)(OC(C)=O)OC(=O)C2C=CC=CC1=2)=O. Product: [CH3:8][C:3]([CH3:9])([CH:2]=[O:1])[C:4]([O:6][CH3:7])=[O:5]. The catalyst class is: 2. (3) Reactant: [CH2:1]1[O:5][C:4]2[CH:6]=[C:7]([Br:12])[C:8]([CH:10]=O)=[CH:9][C:3]=2[O:2]1.Cl.O[NH2:15].CC([O-])=O.[Na+]. Product: [Br:12][C:7]1[C:8]([C:10]#[N:15])=[CH:9][C:3]2[O:2][CH2:1][O:5][C:4]=2[CH:6]=1. The catalyst class is: 15. (4) The catalyst class is: 1. Product: [CH:29]([S:31]([NH:1][C:2]1[CH:3]=[C:4]([C:8]2[CH:16]=[CH:15][C:14]([C:17]([NH2:19])=[O:18])=[C:13]3[C:9]=2[CH:10]=[CH:11][NH:12]3)[CH:5]=[CH:6][CH:7]=1)(=[O:33])=[O:32])=[CH2:30]. Reactant: [NH2:1][C:2]1[CH:3]=[C:4]([C:8]2[CH:16]=[CH:15][C:14]([C:17]([NH2:19])=[O:18])=[C:13]3[C:9]=2[CH:10]=[CH:11][NH:12]3)[CH:5]=[CH:6][CH:7]=1.CCN(C(C)C)C(C)C.[CH:29]([S:31](Cl)(=[O:33])=[O:32])=[CH2:30]. (5) Reactant: [N+:1]([C:4]1[C:5]([NH:10][CH:11]([CH3:16])[C:12](OC)=[O:13])=[N:6][CH:7]=[CH:8][CH:9]=1)([O-])=O.Cl. Product: [CH3:16][CH:11]1[NH:10][C:5]2[N:6]=[CH:7][CH:8]=[CH:9][C:4]=2[NH:1][C:12]1=[O:13]. The catalyst class is: 186. (6) Reactant: [Br:1][C:2]1[S:6][N:5]=[C:4](CBr)[CH:3]=1.[C:9](=[O:12])([O-])[O-:10].[Na+].[Na+].[Mn]([O-])(=O)(=O)=O.[K+]. Product: [Br:1][C:2]1[S:6][N:5]=[C:4]([C:9]([OH:10])=[O:12])[CH:3]=1. The catalyst class is: 6. (7) Reactant: Cl[C:2]1[C:11]2[C:6](=[CH:7][C:8]([O:12]C)=[CH:9][CH:10]=2)[N:5]=[CH:4][C:3]=1[C:14]([O:16][CH2:17][CH3:18])=[O:15].OC1C2C(=CC(OC)=CC=2)N=CC=1C(OCC)=O.C(Cl)(=O)C(Cl)=O.C([O-])(O)=O.[Na+]. Product: [OH:12][C:8]1[CH:7]=[C:6]2[C:11]([CH:2]=[C:3]([C:14]([O:16][CH2:17][CH3:18])=[O:15])[CH:4]=[N:5]2)=[CH:10][CH:9]=1. The catalyst class is: 794.